From a dataset of Catalyst prediction with 721,799 reactions and 888 catalyst types from USPTO. Predict which catalyst facilitates the given reaction. Reactant: [Cl:1][C:2]1[C:7]([C:8]([OH:10])=O)=[CH:6][CH:5]=[C:4]([Cl:11])[N:3]=1.C1N=CN(C(N2C=NC=C2)=O)C=1.[NH2:24][C:25]1[C:30]([S:31]([NH2:34])(=[O:33])=[O:32])=[CH:29][CH:28]=[CH:27][N:26]=1.[H-].[Na+]. Product: [NH2:24][C:25]1[C:30]([S:31]([NH:34][C:8]([C:7]2[C:2]([Cl:1])=[N:3][C:4]([Cl:11])=[CH:5][CH:6]=2)=[O:10])(=[O:32])=[O:33])=[CH:29][CH:28]=[CH:27][N:26]=1. The catalyst class is: 31.